Dataset: Forward reaction prediction with 1.9M reactions from USPTO patents (1976-2016). Task: Predict the product of the given reaction. (1) The product is: [C:9]([O:8][C:1](=[O:7])[CH2:2][CH2:3][C:4]1[O:6][CH:38]=[N:37][C:36]=1[C:13]([O:16][CH3:19])=[O:14])([CH3:12])([CH3:11])[CH3:10]. Given the reactants [C:1]([O:8][C:9]([CH3:12])([CH3:11])[CH3:10])(=[O:7])[CH2:2][CH2:3][C:4]([O-:6])=O.[C:13]([O-:16])([O-])=[O:14].[K+].[K+].[C:19]1(P(N=[N+]=[N-])(C2C=CC=CC=2)=O)C=CC=CC=1.[CH3:36][N:37]=[C:38]=O, predict the reaction product. (2) Given the reactants [Cl:1][C:2]1[CH:7]=[CH:6][C:5]([N+:8]([O-])=O)=[CH:4][CH:3]=1.[C:11]([OH:14])(=S)[CH3:12], predict the reaction product. The product is: [Cl:1][C:2]1[CH:7]=[CH:6][C:5]([NH:8][C:11](=[O:14])[CH3:12])=[CH:4][CH:3]=1. (3) Given the reactants [NH2:1][C:2]1[CH:7]=[CH:6][C:5]([OH:8])=[CH:4][CH:3]=1.C1COCC1.[Cl:14][C:15]1[CH:20]=[C:19](Cl)[CH:18]=[CH:17][N:16]=1.O, predict the reaction product. The product is: [Cl:14][C:15]1[CH:20]=[C:19]([O:8][C:5]2[CH:6]=[CH:7][C:2]([NH2:1])=[CH:3][CH:4]=2)[CH:18]=[CH:17][N:16]=1. (4) Given the reactants [C:1]([O:5][C:6]([N:8]1[CH2:13][CH2:12][N:11]([C:14]2[N:22]([CH2:23][C:24]#[C:25][CH3:26])[C:21]3[C:20](=[O:27])[N:19]([CH2:28][CH2:29][C:30]4[CH:35]=[CH:34][CH:33]=[CH:32][CH:31]=4)[C:18](=[O:36])[N:17]([CH2:37][C:38]([O:40]CC)=[O:39])[C:16]=3[N:15]=2)[CH2:10][CH2:9]1)=[O:7])([CH3:4])([CH3:3])[CH3:2].[OH-].[Na+].Cl, predict the reaction product. The product is: [C:1]([O:5][C:6]([N:8]1[CH2:9][CH2:10][N:11]([C:14]2[N:22]([CH2:23][C:24]#[C:25][CH3:26])[C:21]3[C:20](=[O:27])[N:19]([CH2:28][CH2:29][C:30]4[CH:35]=[CH:34][CH:33]=[CH:32][CH:31]=4)[C:18](=[O:36])[N:17]([CH2:37][C:38]([OH:40])=[O:39])[C:16]=3[N:15]=2)[CH2:12][CH2:13]1)=[O:7])([CH3:4])([CH3:2])[CH3:3]. (5) Given the reactants [NH2:1][C:2]1[C:10]([OH:11])=[CH:9][CH:8]=[C:7]2[C:3]=1[C:4](=[O:30])[N:5]([C@@H:13]([C:19]1[CH:24]=[CH:23][C:22]([O:25]C)=[C:21]([O:27][CH2:28][CH3:29])[CH:20]=1)[CH2:14][S:15]([CH3:18])(=[O:17])=[O:16])[C:6]2=[O:12].I[Si](C)(C)C, predict the reaction product. The product is: [NH2:1][C:2]1[C:10]([OH:11])=[CH:9][CH:8]=[C:7]2[C:3]=1[C:4](=[O:30])[N:5]([C@@H:13]([C:19]1[CH:24]=[CH:23][C:22]([OH:25])=[C:21]([O:27][CH2:28][CH3:29])[CH:20]=1)[CH2:14][S:15]([CH3:18])(=[O:17])=[O:16])[C:6]2=[O:12]. (6) Given the reactants [N:1]([C@H:4]1[CH2:9][C@H:8]2[C@H:10]3[C@H:19]([CH2:20][CH2:21][C@:6]2([CH3:7])[C@H:5]1[OH:24])[C:18]1[CH:17]=[CH:16][C:15]([O:22][CH3:23])=[CH:14][C:13]=1[CH2:12][CH2:11]3)=[N+]=[N-].O.NN, predict the reaction product. The product is: [NH2:1][C@H:4]1[CH2:9][C@H:8]2[C@H:10]3[C@H:19]([CH2:20][CH2:21][C@:6]2([CH3:7])[C@H:5]1[OH:24])[C:18]1[CH:17]=[CH:16][C:15]([O:22][CH3:23])=[CH:14][C:13]=1[CH2:12][CH2:11]3.